From a dataset of Peptide-MHC class I binding affinity with 185,985 pairs from IEDB/IMGT. Regression. Given a peptide amino acid sequence and an MHC pseudo amino acid sequence, predict their binding affinity value. This is MHC class I binding data. The peptide sequence is LTMVAGAVW. The MHC is HLA-B51:01 with pseudo-sequence HLA-B51:01. The binding affinity (normalized) is 0.213.